From a dataset of Full USPTO retrosynthesis dataset with 1.9M reactions from patents (1976-2016). Predict the reactants needed to synthesize the given product. (1) Given the product [CH2:1]([S:8][C:9]1[CH:14]=[C:13]2[C:12](=[CH:11][CH:10]=1)[N:22]([C:23]1[CH:28]=[C:27]([CH3:29])[C:26]([Br:30])=[CH:25][C:24]=1[O:31][CH3:32])[C:17](=[O:18])[CH:16]=[CH:15]2)[C:2]1[CH:3]=[CH:4][CH:5]=[CH:6][CH:7]=1, predict the reactants needed to synthesize it. The reactants are: [CH2:1]([S:8][C:9]1[CH:10]=[CH:11][C:12]([NH:22][C:23]2[CH:28]=[C:27]([CH3:29])[C:26]([Br:30])=[CH:25][C:24]=2[O:31][CH3:32])=[C:13](/[CH:15]=[CH:16]/[C:17](OCC)=[O:18])[CH:14]=1)[C:2]1[CH:7]=[CH:6][CH:5]=[CH:4][CH:3]=1.C[O-].[Na+]. (2) Given the product [O:50]1[CH2:6][CH2:5][CH2:4][CH2:3][CH:2]1[N:7]1[C:15]2[C:10](=[CH:11][C:12]([C:16]3[N:20]=[CH:19][N:18]([C:21]([C:34]4[CH:39]=[CH:38][CH:37]=[CH:36][CH:35]=4)([C:28]4[CH:33]=[CH:32][CH:31]=[CH:30][CH:29]=4)[C:22]4[CH:27]=[CH:26][CH:25]=[CH:24][CH:23]=4)[N:17]=3)=[CH:13][CH:14]=2)[C:9]([C:40]2[CH:41]=[C:42]([C:43]([NH:60][CH2:53][C:54]3[CH:59]=[CH:58][CH:57]=[CH:56][CH:55]=3)=[O:51])[CH:47]=[CH:48][CH:49]=2)=[N:8]1, predict the reactants needed to synthesize it. The reactants are: O1[CH2:6][CH2:5][CH2:4][CH2:3][CH:2]1[N:7]1[C:15]2[C:10](=[CH:11][C:12]([C:16]3[N:20]=[CH:19][N:18]([C:21]([C:34]4[CH:39]=[CH:38][CH:37]=[CH:36][CH:35]=4)([C:28]4[CH:33]=[CH:32][CH:31]=[CH:30][CH:29]=4)[C:22]4[CH:27]=[CH:26][CH:25]=[CH:24][CH:23]=4)[N:17]=3)=[CH:13][CH:14]=2)[C:9]([C:40]2[CH:41]=[C:42]([CH:47]=[CH:48][CH:49]=2)[C:43](OC)=O)=[N:8]1.[OH2:50].[OH-:51].[Li+].[CH2:53]([NH2:60])[C:54]1[CH:59]=[CH:58][CH:57]=[CH:56][CH:55]=1.O.ON1C2C=CC=CC=2N=N1.Cl.CN(C)CCCN=C=NCC. (3) Given the product [Cl:1][C:2]1[CH:28]=[CH:27][C:5]([CH2:6][N:7]2[C:15]3[C:10](=[CH:11][CH:12]=[CH:13][CH:14]=3)[CH:9]=[C:8]2[C:16]([N:18]2[CH2:23][CH2:22][CH:21]([C:24]([NH:58][CH2:57][CH2:56][C:53]3[CH:54]=[CH:55][N:50]=[CH:51][CH:52]=3)=[O:26])[CH2:20][CH2:19]2)=[O:17])=[CH:4][CH:3]=1, predict the reactants needed to synthesize it. The reactants are: [Cl:1][C:2]1[CH:28]=[CH:27][C:5]([CH2:6][N:7]2[C:15]3[C:10](=[CH:11][CH:12]=[CH:13][CH:14]=3)[CH:9]=[C:8]2[C:16]([N:18]2[CH2:23][CH2:22][CH:21]([C:24]([OH:26])=O)[CH2:20][CH2:19]2)=[O:17])=[CH:4][CH:3]=1.ON1C2C=CC=CC=2N=N1.CCN=C=NCCCN(C)C.[N:50]1[CH:55]=[CH:54][C:53]([CH2:56][CH2:57][NH2:58])=[CH:52][CH:51]=1. (4) Given the product [F:1][C:2]1[CH:10]=[CH:9][C:5]([C:6](=[O:7])[NH:29][C@H:30]([CH2:39][OH:40])[C@H:31]([OH:32])[C:33]2[CH:38]=[CH:37][CH:36]=[CH:35][CH:34]=2)=[CH:4][C:3]=1[NH:11][C:12]([C:14]1[N:18]2[CH:19]=[CH:20][C:21]([C:23]3[N:27]([CH3:28])[N:26]=[CH:25][CH:24]=3)=[CH:22][C:17]2=[N:16][CH:15]=1)=[O:13], predict the reactants needed to synthesize it. The reactants are: [F:1][C:2]1[CH:10]=[CH:9][C:5]([C:6](O)=[O:7])=[CH:4][C:3]=1[NH:11][C:12]([C:14]1[N:18]2[CH:19]=[CH:20][C:21]([C:23]3[N:27]([CH3:28])[N:26]=[CH:25][CH:24]=3)=[CH:22][C:17]2=[N:16][CH:15]=1)=[O:13].[NH2:29][C@H:30]([CH2:39][OH:40])[C@@H:31]([C:33]1[CH:38]=[CH:37][CH:36]=[CH:35][CH:34]=1)[OH:32].CN(C(ON1N=NC2C=CC=NC1=2)=[N+](C)C)C.F[P-](F)(F)(F)(F)F.CCN(C(C)C)C(C)C. (5) Given the product [O:1]([CH2:8][CH2:9][CH2:10][CH2:11][NH:13][C@@H:14]1[C:23]2[C:18](=[CH:19][CH:20]=[CH:21][CH:22]=2)[CH2:17][CH2:16][CH2:15]1)[C:2]1[CH:3]=[CH:4][CH:5]=[CH:6][CH:7]=1, predict the reactants needed to synthesize it. The reactants are: [O:1]([CH2:8][CH2:9][CH2:10][C:11]([NH:13][C@@H:14]1[C:23]2[C:18](=[CH:19][CH:20]=[CH:21][CH:22]=2)[CH2:17][CH2:16][CH2:15]1)=O)[C:2]1[CH:7]=[CH:6][CH:5]=[CH:4][CH:3]=1. (6) Given the product [F:34][C:33]([F:36])([F:35])[C:30]1([CH2:29][CH:2]([C:3]([O:5][CH:6]([CH3:7])[CH3:8])=[O:4])[C:1]([O:10][CH:11]([CH3:13])[CH3:12])=[O:9])[CH2:32][CH2:31]1, predict the reactants needed to synthesize it. The reactants are: [C:1]([O:10][CH:11]([CH3:13])[CH3:12])(=[O:9])[CH2:2][C:3]([O:5][CH:6]([CH3:8])[CH3:7])=[O:4].[H-].[Na+].[Na+].[I-].CC1C=CC(S(O[CH2:29][C:30]2([C:33]([F:36])([F:35])[F:34])[CH2:32][CH2:31]2)(=O)=O)=CC=1. (7) Given the product [C:17]([CH:16]([CH:15]([CH2:19][CH3:20])[CH2:13][CH3:14])[C:21](=[O:24])[CH2:22][CH3:23])#[N:18], predict the reactants needed to synthesize it. The reactants are: C(NC(C)C)(C)C.C([Li])CCC.[CH2:13]([CH:15]([CH2:19][CH3:20])[CH2:16][C:17]#[N:18])[CH3:14].[C:21](OCC)(=[O:24])[CH2:22][CH3:23]. (8) The reactants are: CN(C)[CH:3]=[C:4]([C:14]1[CH:19]=[CH:18][N:17]=[CH:16][CH:15]=1)[C:5]([C:7]1[CH:12]=[CH:11][C:10]([F:13])=[CH:9][CH:8]=1)=O.[C:21]([CH2:23][C:24]([NH2:26])=[O:25])#[N:22].C[O-].[Na+]. Given the product [F:13][C:10]1[CH:9]=[CH:8][C:7]([C:5]2[C:4]([C:14]3[CH:15]=[CH:16][N:17]=[CH:18][CH:19]=3)=[CH:3][C:23]([C:21]#[N:22])=[C:24]([OH:25])[N:26]=2)=[CH:12][CH:11]=1, predict the reactants needed to synthesize it. (9) Given the product [CH3:32][C:27]1([CH3:33])[C:28]([CH3:31])([CH3:30])[O:29][B:25]([C:2]2[CH:12]=[CH:11][C:5]3[O:6][C:7]([F:10])([F:9])[O:8][C:4]=3[C:3]=2[F:13])[O:26]1, predict the reactants needed to synthesize it. The reactants are: Br[C:2]1[CH:12]=[CH:11][C:5]2[O:6][C:7]([F:10])([F:9])[O:8][C:4]=2[C:3]=1[F:13].C([Mg]Cl)(C)C.[Cl-].[Li+].C(O[B:25]1[O:29][C:28]([CH3:31])([CH3:30])[C:27]([CH3:33])([CH3:32])[O:26]1)(C)C.